The task is: Predict the reaction yield, written as a fraction of the theoretical maximum amount of product (1.0 means a 100% yield; for example, 0.34 means a 34% yield).. This data is from Reaction yield outcomes from USPTO patents with 853,638 reactions. (1) The reactants are C([O:3][C:4](=[O:16])[C:5]([S:8]([CH:11]1[CH2:15][CH2:14][CH2:13][CH2:12]1)(=[O:10])=[O:9])([CH3:7])[CH3:6])C.O.[OH-].[Li+]. The catalyst is O1CCOCC1.O.O. The product is [CH:11]1([S:8]([C:5]([CH3:7])([CH3:6])[C:4]([OH:16])=[O:3])(=[O:10])=[O:9])[CH2:12][CH2:13][CH2:14][CH2:15]1. The yield is 0.920. (2) The reactants are [CH:1]1([N:7]2[C:11]([CH:12]3[CH2:17][CH2:16][CH2:15][CH2:14][CH2:13]3)=[CH:10][N:9]=[CH:8]2)[CH2:6][CH2:5][CH2:4][CH2:3][CH2:2]1.[Cl:18][CH2:19][C:20]([C:22]1[CH:27]=[CH:26][CH:25]=[CH:24][CH:23]=1)=[O:21].C(#N)C. The catalyst is COC(C)(C)C. The product is [Cl-:18].[CH:1]1([N+:7]2[C:11]([CH:12]3[CH2:13][CH2:14][CH2:15][CH2:16][CH2:17]3)=[CH:10][N:9]([CH2:19][C:20]([C:22]3[CH:27]=[CH:26][CH:25]=[CH:24][CH:23]=3)=[O:21])[CH:8]=2)[CH2:6][CH2:5][CH2:4][CH2:3][CH2:2]1. The yield is 0.795. (3) The reactants are [C:1]1([C:20]2[CH:25]=[CH:24][CH:23]=[CH:22][CH:21]=2)[CH:6]=[CH:5][CH:4]=[CH:3][C:2]=1[CH2:7][N:8]1[C:16]2[C:11](=[C:12]([O:17]C)[CH:13]=[CH:14][CH:15]=2)[CH:10]=[C:9]1[CH3:19]. The catalyst is B(Br)(Br)Br.C(Cl)Cl. The product is [C:1]1([C:20]2[CH:25]=[CH:24][CH:23]=[CH:22][CH:21]=2)[CH:6]=[CH:5][CH:4]=[CH:3][C:2]=1[CH2:7][N:8]1[C:16]2[C:11](=[C:12]([OH:17])[CH:13]=[CH:14][CH:15]=2)[CH:10]=[C:9]1[CH3:19]. The yield is 0.550. (4) The reactants are [OH-].[Na+].[F:3][C:4]1[C:9]2[CH:10]=[C:11]([CH2:13][C:14]3[CH:19]=[CH:18][CH:17]=[C:16]([S:20]([CH3:23])(=[O:22])=[O:21])[CH:15]=3)[S:12][C:8]=2[C:7]([C:24]2[CH:25]=[C:26]([CH:32]=[CH:33][CH:34]=2)[C:27](OCC)=[O:28])=[CH:6][CH:5]=1.Cl.[CH3:36][O:37][CH2:38][CH2:39][NH2:40].CCN=C=NCCCN(C)C.C1C=CC2N(O)N=NC=2C=1. The catalyst is O.CN(C=O)C.C(O)C. The product is [F:3][C:4]1[C:9]2[CH:10]=[C:11]([CH2:13][C:14]3[CH:19]=[CH:18][CH:17]=[C:16]([S:20]([CH3:23])(=[O:22])=[O:21])[CH:15]=3)[S:12][C:8]=2[C:7]([C:24]2[CH:25]=[C:26]([CH:32]=[CH:33][CH:34]=2)[C:27]([NH:40][CH2:39][CH2:38][O:37][CH3:36])=[O:28])=[CH:6][CH:5]=1. The yield is 0.710. (5) The reactants are [Cl-].[Li+].C([Mg]Br)C.C(Br)[CH2:8][C@H:9]([CH2:11][CH2:12][CH:13]=[C:14](C)C)[CH3:10].CC(=CCC[C@H](C)CCCC)C.C[C:31]([CH3:33])=[O:32].[OH:34]S(O)(=O)=O.O=[Cr](=O)=O. The catalyst is C1COCC1.CC(C)=O.[Cu]Cl. The product is [CH3:8][C@H:9]([CH2:11][CH2:12][CH2:13][CH3:14])[CH2:10][CH2:33][C:31]([OH:34])=[O:32]. The yield is 0.590. (6) The reactants are [CH2:1]([C:4]1[CH:5]=[N:6][C:7]([N:10]2[CH2:14][C@H:13]([S:15][C:16]([C:29]3[CH:34]=[CH:33][CH:32]=[CH:31][CH:30]=3)([C:23]3[CH:28]=[CH:27][CH:26]=[CH:25][CH:24]=3)[C:17]3[CH:22]=[CH:21][CH:20]=[CH:19][CH:18]=3)[CH2:12][C@H:11]2[CH2:35][NH2:36])=[N:8][CH:9]=1)[CH2:2][CH3:3].[F:37][C:38]1[CH:45]=[CH:44][C:43]([F:46])=[CH:42][C:39]=1[CH:40]=O.[BH3-]C#N.[Na+]. The catalyst is CO.[Cl-].[Zn+2].[Cl-]. The product is [F:37][C:38]1[CH:45]=[CH:44][C:43]([F:46])=[CH:42][C:39]=1[CH2:40][NH:36][CH2:35][C@@H:11]1[CH2:12][C@@H:13]([S:15][C:16]([C:29]2[CH:34]=[CH:33][CH:32]=[CH:31][CH:30]=2)([C:23]2[CH:24]=[CH:25][CH:26]=[CH:27][CH:28]=2)[C:17]2[CH:22]=[CH:21][CH:20]=[CH:19][CH:18]=2)[CH2:14][N:10]1[C:7]1[N:8]=[CH:9][C:4]([CH2:1][CH2:2][CH3:3])=[CH:5][N:6]=1. The yield is 0.930. (7) The reactants are [N+:1]([C:4]1[C:13]([N+:14]([O-:16])=[O:15])=[CH:12][C:7]2=[N:8][C:9](=O)[N:10]=[C:6]2[CH:5]=1)([O-:3])=[O:2].P(Cl)(Cl)([Cl:19])=O. No catalyst specified. The product is [N+:1]([C:4]1[C:13]([N+:14]([O-:16])=[O:15])=[CH:12][C:7]2[N:8]=[C:9]([Cl:19])[NH:10][C:6]=2[CH:5]=1)([O-:3])=[O:2]. The yield is 0.647. (8) The reactants are [Cl:1][C:2]1[N:3]=[CH:4][C:5]2[C:10]([CH:11]=1)=[CH:9][C:8]([S:12]([O:15][C:16]1[C:21]([F:22])=[C:20]([F:23])[C:19]([F:24])=[C:18]([F:25])[C:17]=1[F:26])(=[O:14])=[O:13])=[CH:7][CH:6]=2.OO.NC(N)=O.FC(F)(F)C(OC(=O)C(F)(F)F)=O.P(Br)(Br)([Br:48])=O. The catalyst is O.C(Cl)Cl. The product is [Br:48][C:4]1[C:5]2[C:10](=[CH:9][C:8]([S:12]([O:15][C:16]3[C:21]([F:22])=[C:20]([F:23])[C:19]([F:24])=[C:18]([F:25])[C:17]=3[F:26])(=[O:14])=[O:13])=[CH:7][CH:6]=2)[CH:11]=[C:2]([Cl:1])[N:3]=1. The yield is 0.334. (9) The catalyst is C(Cl)Cl.CCOC(C)=O. The reactants are C(N(CC)CC)C.O[CH2:9][C@H:10]([CH3:23])[CH2:11][C@H:12]([NH:15][C:16](=[O:22])[O:17][C:18]([CH3:21])([CH3:20])[CH3:19])[CH2:13]O.CS(Cl)(=O)=O.[CH2:29]([NH2:36])[C:30]1[CH:35]=[CH:34][CH:33]=[CH:32][CH:31]=1. The product is [CH2:29]([N:36]1[CH2:9][C@H:10]([CH3:23])[CH2:11][C@H:12]([NH:15][C:16](=[O:22])[O:17][C:18]([CH3:21])([CH3:20])[CH3:19])[CH2:13]1)[C:30]1[CH:35]=[CH:34][CH:33]=[CH:32][CH:31]=1. The yield is 0.670.